From a dataset of NCI-60 drug combinations with 297,098 pairs across 59 cell lines. Regression. Given two drug SMILES strings and cell line genomic features, predict the synergy score measuring deviation from expected non-interaction effect. (1) Drug 1: COC1=C(C=C2C(=C1)N=CN=C2NC3=CC(=C(C=C3)F)Cl)OCCCN4CCOCC4. Drug 2: CC1CCCC2(C(O2)CC(NC(=O)CC(C(C(=O)C(C1O)C)(C)C)O)C(=CC3=CSC(=N3)C)C)C. Cell line: OVCAR-8. Synergy scores: CSS=28.8, Synergy_ZIP=-4.88, Synergy_Bliss=-0.138, Synergy_Loewe=-0.166, Synergy_HSA=-0.544. (2) Drug 1: C1CCC(C1)C(CC#N)N2C=C(C=N2)C3=C4C=CNC4=NC=N3. Drug 2: COC1=NC(=NC2=C1N=CN2C3C(C(C(O3)CO)O)O)N. Cell line: SW-620. Synergy scores: CSS=2.61, Synergy_ZIP=-1.29, Synergy_Bliss=-4.09, Synergy_Loewe=-7.37, Synergy_HSA=-6.73. (3) Drug 1: C1CC(=O)NC(=O)C1N2CC3=C(C2=O)C=CC=C3N. Drug 2: CCCCCOC(=O)NC1=NC(=O)N(C=C1F)C2C(C(C(O2)C)O)O. Cell line: NCI/ADR-RES. Synergy scores: CSS=4.44, Synergy_ZIP=-1.86, Synergy_Bliss=-1.70, Synergy_Loewe=0.733, Synergy_HSA=-1.50. (4) Drug 1: C1CN1P(=S)(N2CC2)N3CC3. Drug 2: C1CCC(C(C1)N)N.C(=O)(C(=O)[O-])[O-].[Pt+4]. Cell line: MDA-MB-435. Synergy scores: CSS=25.2, Synergy_ZIP=-2.80, Synergy_Bliss=-0.187, Synergy_Loewe=-7.71, Synergy_HSA=0.818. (5) Drug 1: CC1C(C(CC(O1)OC2CC(CC3=C2C(=C4C(=C3O)C(=O)C5=C(C4=O)C(=CC=C5)OC)O)(C(=O)CO)O)N)O.Cl. Drug 2: C(CC(=O)O)C(=O)CN.Cl. Cell line: HOP-62. Synergy scores: CSS=4.02, Synergy_ZIP=0.945, Synergy_Bliss=4.12, Synergy_Loewe=-4.26, Synergy_HSA=-1.39. (6) Drug 1: CC1=C(C=C(C=C1)C(=O)NC2=CC(=CC(=C2)C(F)(F)F)N3C=C(N=C3)C)NC4=NC=CC(=N4)C5=CN=CC=C5. Drug 2: CC1C(C(CC(O1)OC2CC(CC3=C2C(=C4C(=C3O)C(=O)C5=CC=CC=C5C4=O)O)(C(=O)C)O)N)O. Cell line: SK-MEL-2. Synergy scores: CSS=36.6, Synergy_ZIP=2.79, Synergy_Bliss=4.49, Synergy_Loewe=-21.0, Synergy_HSA=1.85.